Predict which catalyst facilitates the given reaction. From a dataset of Catalyst prediction with 721,799 reactions and 888 catalyst types from USPTO. (1) Product: [NH2:1][C:2]1[C:7]([O:8][CH2:9][CH2:10][N:11]([CH3:19])[C:12](=[O:18])[O:13][C:14]([CH3:17])([CH3:16])[CH3:15])=[C:6]([C:33]2[CH:34]=[C:35]([F:37])[CH:36]=[C:31]([NH:30][C:28](=[O:29])[C:27]3[CH:48]=[CH:49][C:24]([CH:21]4[CH2:22][CH2:23]4)=[CH:25][C:26]=3[F:50])[C:32]=2[CH3:47])[N:5]=[CH:4][N:3]=1. Reactant: [NH2:1][C:2]1[C:7]([O:8][CH2:9][CH2:10][N:11]([CH3:19])[C:12](=[O:18])[O:13][C:14]([CH3:17])([CH3:16])[CH3:15])=[C:6](Cl)[N:5]=[CH:4][N:3]=1.[CH:21]1([C:24]2[CH:49]=[CH:48][C:27]([C:28]([NH:30][C:31]3[CH:36]=[C:35]([F:37])[CH:34]=[C:33](B4OC(C)(C)C(C)(C)O4)[C:32]=3[CH3:47])=[O:29])=[C:26]([F:50])[CH:25]=2)[CH2:23][CH2:22]1.C(=O)([O-])[O-].[Na+].[Na+]. The catalyst class is: 600. (2) Reactant: Br[CH2:2][C:3]([O:5][CH3:6])=[O:4].C(=O)([O-])[O-].[K+].[K+].[C:13]([O:17][C:18](=[O:33])[NH:19][C:20]1[CH:25]=[CH:24][C:23]([C:26]2[CH:31]=[CH:30][C:29]([OH:32])=[CH:28][CH:27]=2)=[CH:22][CH:21]=1)([CH3:16])([CH3:15])[CH3:14]. Product: [CH3:6][O:5][C:3](=[O:4])[CH2:2][O:32][C:29]1[CH:28]=[CH:27][C:26]([C:23]2[CH:24]=[CH:25][C:20]([NH:19][C:18]([O:17][C:13]([CH3:16])([CH3:15])[CH3:14])=[O:33])=[CH:21][CH:22]=2)=[CH:31][CH:30]=1. The catalyst class is: 1. (3) Reactant: C([O:4][CH2:5][C:6]([CH3:51])([CH3:50])[CH2:7][N:8]1[C:14]2[CH:15]=[CH:16][C:17]([Cl:19])=[CH:18][C:13]=2[C@@H:12]([C:20]2[CH:25]=[CH:24][CH:23]=[C:22]([O:26][CH3:27])[C:21]=2[O:28][CH3:29])[O:11][C@H:10]([CH2:30][C:31]([NH:33][C:34]2[CH:43]=[CH:42][CH:41]=[C:40]3[C:35]=2[CH:36]=[CH:37][CH:38]=[C:39]3[C:44]([O:46]CC)=[O:45])=[O:32])[C:9]1=[O:49])(=O)C.[OH-].[Na+].C(O)C. Product: [Cl:19][C:17]1[CH:16]=[CH:15][C:14]2[N:8]([CH2:7][C:6]([CH3:50])([CH3:51])[CH2:5][OH:4])[C:9](=[O:49])[C@@H:10]([CH2:30][C:31]([NH:33][C:34]3[CH:43]=[CH:42][CH:41]=[C:40]4[C:35]=3[CH:36]=[CH:37][CH:38]=[C:39]4[C:44]([OH:46])=[O:45])=[O:32])[O:11][C@H:12]([C:20]3[CH:25]=[CH:24][CH:23]=[C:22]([O:26][CH3:27])[C:21]=3[O:28][CH3:29])[C:13]=2[CH:18]=1. The catalyst class is: 6. (4) Product: [CH3:16][N:17]([CH3:18])[CH2:14][CH2:13][S:10]([C:6]1[CH:7]=[CH:8][CH:9]=[C:4]([N+:1]([O-:3])=[O:2])[CH:5]=1)(=[O:12])=[O:11]. The catalyst class is: 412. Reactant: [N+:1]([C:4]1[CH:5]=[C:6]([S:10]([CH2:13][CH2:14]O)(=[O:12])=[O:11])[CH:7]=[CH:8][CH:9]=1)([O-:3])=[O:2].[CH3:16][NH:17][CH3:18]. (5) Reactant: [C:1]([NH:8][CH2:9][CH2:10][O:11][CH2:12][CH2:13][O:14][CH2:15][CH2:16][O:17][CH2:18][CH2:19][O:20][C:21]1[CH:22]=[C:23]([CH:31]2OCC[O:32]2)[CH:24]=[C:25]([O:29][CH3:30])[C:26]=1[O:27][CH3:28])([O:3][C:4]([CH3:7])([CH3:6])[CH3:5])=[O:2].II. Product: [C:1]([NH:8][CH2:9][CH2:10][O:11][CH2:12][CH2:13][O:14][CH2:15][CH2:16][O:17][CH2:18][CH2:19][O:20][C:21]1[CH:22]=[C:23]([CH:24]=[C:25]([O:29][CH3:30])[C:26]=1[O:27][CH3:28])[CH:31]=[O:32])([O:3][C:4]([CH3:7])([CH3:6])[CH3:5])=[O:2]. The catalyst class is: 21. (6) Reactant: [O:1]1[CH:5]=[CH:4][N:3]=[CH:2]1.C([Li])CCC.[CH2:11]([Sn:15](Cl)([CH2:20][CH2:21][CH2:22][CH3:23])[CH2:16][CH2:17][CH2:18][CH3:19])[CH2:12][CH2:13][CH3:14]. Product: [CH2:20]([Sn:15]([CH2:11][CH2:12][CH2:13][CH3:14])([CH2:16][CH2:17][CH2:18][CH3:19])[C:2]1[O:1][CH:5]=[CH:4][N:3]=1)[CH2:21][CH2:22][CH3:23]. The catalyst class is: 1.